This data is from Reaction yield outcomes from USPTO patents with 853,638 reactions. The task is: Predict the reaction yield, written as a fraction of the theoretical maximum amount of product (1.0 means a 100% yield; for example, 0.34 means a 34% yield). (1) The reactants are [CH3:1][O:2][C:3](=[O:23])/[C:4](/[CH2:13][C:14]1[CH:19]=[CH:18][C:17]([C:20](O)=[O:21])=[CH:16][CH:15]=1)=[C:5](/[CH:10]([CH3:12])[CH3:11])\[C:6]([O:8][CH3:9])=[O:7].ON1C2C=CC=CC=2N=N1.Cl.C(N=C=NCCCN(C)C)C.Cl.[C:47]([O:50][CH:51]1[CH2:56][CH2:55][NH:54][CH2:53][CH2:52]1)(=[O:49])[CH3:48].C(N(CC)CC)C. The catalyst is ClCCl.O. The product is [CH3:1][O:2][C:3](=[O:23])/[C:4](/[CH2:13][C:14]1[CH:19]=[CH:18][C:17]([C:20]([N:54]2[CH2:55][CH2:56][CH:51]([O:50][C:47](=[O:49])[CH3:48])[CH2:52][CH2:53]2)=[O:21])=[CH:16][CH:15]=1)=[C:5](/[CH:10]([CH3:11])[CH3:12])\[C:6]([O:8][CH3:9])=[O:7]. The yield is 0.780. (2) The reactants are [CH2:1]([N:8]1[CH2:14][C@@H:13]2[C@H:9]1[CH2:10][CH2:11][NH:12]2)[C:2]1[CH:7]=[CH:6][CH:5]=[CH:4][CH:3]=1.Br[C:16]1[CH:17]=[N:18][CH:19]=[CH:20][CH:21]=1.CC(C)([O-])C.[Na+]. No catalyst specified. The product is [CH2:1]([N:8]1[CH2:14][C@@H:13]2[C@H:9]1[CH2:10][CH2:11][N:12]2[C:16]1[CH:17]=[N:18][CH:19]=[CH:20][CH:21]=1)[C:2]1[CH:3]=[CH:4][CH:5]=[CH:6][CH:7]=1. The yield is 0.980. (3) The reactants are F[C:2]1[CH:7]=[CH:6][C:5]([C:8]2[CH:9]=[N:10][C:11]([N:14]3[CH2:19][CH2:18][N:17]([S:20]([CH2:23][C@H:24]([CH:28]([CH3:30])[CH3:29])[C:25]([OH:27])=[O:26])(=[O:22])=[O:21])[CH2:16][CH2:15]3)=[N:12][CH:13]=2)=[CH:4]C=1.C([C@@H]1COC(=O)[N:39]1C(=O)[C@H](CS(N1CCN(C2N=CC(C3C=NC=CC=3)=CN=2)CC1)(=O)=O)C(C)C)C1C=CC=CC=1. No catalyst specified. The product is [CH3:30][CH:28]([CH3:29])[C@@H:24]([CH2:23][S:20]([N:17]1[CH2:18][CH2:19][N:14]([C:11]2[N:12]=[CH:13][C:8]([C:5]3[CH:4]=[N:39][CH:2]=[CH:7][CH:6]=3)=[CH:9][N:10]=2)[CH2:15][CH2:16]1)(=[O:22])=[O:21])[C:25]([OH:27])=[O:26]. The yield is 0.610. (4) The reactants are [O:1]1[C:5]2[CH:6]=[CH:7][C:8]([CH2:10][C:11](O)=[O:12])=[CH:9][C:4]=2[O:3][CH2:2]1.CO. The catalyst is O1CCCC1. The product is [O:1]1[C:5]2[CH:6]=[CH:7][C:8]([CH2:10][CH2:11][OH:12])=[CH:9][C:4]=2[O:3][CH2:2]1. The yield is 0.840.